Dataset: HIV replication inhibition screening data with 41,000+ compounds from the AIDS Antiviral Screen. Task: Binary Classification. Given a drug SMILES string, predict its activity (active/inactive) in a high-throughput screening assay against a specified biological target. (1) The compound is Cl.Clc1cc2nc(C3CCCCO3)[nH]c2cc1Cl. The result is 0 (inactive). (2) The molecule is CC(=O)Nc1oc(C)c(C)c1S(=O)(=O)c1ccc(Cl)cc1. The result is 0 (inactive). (3) The compound is O=C(O)C1CSC(c2ccc(C(F)(F)F)cc2)N1. The result is 0 (inactive). (4) The drug is CCSc1nc2c(=S)n(C)c(=S)n(C)c2[nH]1. The result is 0 (inactive). (5) The compound is CC(C)c1nsc(N)c1C(N)=O. The result is 0 (inactive). (6) The molecule is Cc1cc(S(=O)(=O)n2cc[nH]c2=O)c(S)cc1Cl. The result is 0 (inactive). (7) The drug is O=C1NC2OC(CO)C(O)C2O1. The result is 0 (inactive).